Dataset: Forward reaction prediction with 1.9M reactions from USPTO patents (1976-2016). Task: Predict the product of the given reaction. (1) Given the reactants C(OC(=O)[NH:10][CH2:11][CH2:12][CH2:13][CH2:14][C@H:15]([NH:27][C:28]([C:30]1[S:31][CH:32]=[CH:33][N:34]=1)=[O:29])[C:16]([C:18]1[S:19][C:20]2[CH:26]=[CH:25][CH:24]=[CH:23][C:21]=2[N:22]=1)=[O:17])C1C=CC=CC=1.Br.CC(O)=O, predict the reaction product. The product is: [NH2:10][CH2:11][CH2:12][CH2:13][CH2:14][C@H:15]([NH:27][C:28]([C:30]1[S:31][CH:32]=[CH:33][N:34]=1)=[O:29])[C:16]([C:18]1[S:19][C:20]2[CH:26]=[CH:25][CH:24]=[CH:23][C:21]=2[N:22]=1)=[O:17]. (2) Given the reactants [O-]P([O-])([O-])=O.[K+].[K+].[K+].[I:9][C:10]1[CH:11]=[C:12]([CH3:17])[CH:13]=[C:14]([CH3:16])[CH:15]=1.[CH3:18][NH:19][CH:20]=[O:21], predict the reaction product. The product is: [I:9][C:10]1[CH:15]=[C:14]([CH3:16])[CH:13]=[C:12]([CH3:17])[CH:11]=1.[CH3:18][NH:19][CH:20]=[O:21].[CH3:14][CH2:15][CH2:10][CH2:11][CH2:12][CH2:15][CH2:10][CH2:11][CH2:12][CH2:13][CH2:14][CH3:16]. (3) Given the reactants [CH3:1][O:2][C:3]1[CH:4]=[C:5]([CH:9]=[CH:10][C:11]=1[CH2:12][N:13]1[CH2:18][CH2:17][NH:16][C:15](=[O:19])[CH2:14]1)[C:6]([OH:8])=O.CN(C(ON1N=NC2C=CC=CC1=2)=[N+](C)C)C.[B-](F)(F)(F)F.C(N(C(C)C)CC)(C)C.[Cl:51][C:52]1[CH:63]=[CH:62][C:55]2[NH:56][C:57]([C@@H:59]([NH2:61])[CH3:60])=[N:58][C:54]=2[CH:53]=1.ClCl, predict the reaction product. The product is: [Cl:51][C:52]1[CH:63]=[CH:62][C:55]2[NH:56][C:57]([C@@H:59]([NH:61][C:6](=[O:8])[C:5]3[CH:9]=[CH:10][C:11]([CH2:12][N:13]4[CH2:18][CH2:17][NH:16][C:15](=[O:19])[CH2:14]4)=[C:3]([O:2][CH3:1])[CH:4]=3)[CH3:60])=[N:58][C:54]=2[CH:53]=1. (4) Given the reactants [CH3:1][S:2]([O:5][CH2:6][CH2:7][O:8][C:9]1[CH:10]=[C:11]2[C:16](=[CH:17][C:18]=1[O:19][CH3:20])[N:15]=[CH:14][C:13](Br)=[CH:12]2)(=[O:4])=[O:3].[F:22][C:23]1[CH:28]=[C:27](B2OC(C)(C)C(C)(C)O2)[CH:26]=[CH:25][C:24]=1[CH2:38][C:39]([NH:41][C:42]1[CH:46]=[C:45]([C:47]([CH3:53])([CH3:52])[C:48]([F:51])([F:50])[F:49])[O:44][N:43]=1)=[O:40].C([O-])([O-])=O.[Na+].[Na+].[O-]S([O-])(=O)=O.[Na+].[Na+], predict the reaction product. The product is: [CH3:1][S:2]([O:5][CH2:6][CH2:7][O:8][C:9]1[CH:10]=[C:11]2[C:16](=[CH:17][C:18]=1[O:19][CH3:20])[N:15]=[CH:14][C:13]([C:27]1[CH:26]=[CH:25][C:24]([CH2:38][C:39](=[O:40])[NH:41][C:42]3[CH:46]=[C:45]([C:47]([CH3:53])([CH3:52])[C:48]([F:51])([F:49])[F:50])[O:44][N:43]=3)=[C:23]([F:22])[CH:28]=1)=[CH:12]2)(=[O:4])=[O:3]. (5) Given the reactants [H-].COCCO[Al+]OCCOC.[Na+].[H-].C1(C)C=CC=CC=1.[CH3:22][C:23]([O:26][C:27]([NH:29][C:30]1[S:31][CH:32]=[C:33]([C:35](OCC)=[O:36])[N:34]=1)=[O:28])([CH3:25])[CH3:24].O, predict the reaction product. The product is: [OH:36][CH2:35][C:33]1[N:34]=[C:30]([NH:29][C:27](=[O:28])[O:26][C:23]([CH3:24])([CH3:22])[CH3:25])[S:31][CH:32]=1. (6) Given the reactants [CH3:1][O:2][C:3]1[CH:8]=[CH:7][C:6]([N:9]2[C:18]3[C:13](=[CH:14][C:15]([F:24])=[C:16]([N:19]4[CH2:23][CH2:22][CH2:21][CH2:20]4)[CH:17]=3)[C:12](=[O:25])[N:11]([O:26]CC3C=CC=CC=3)[C:10]2=[O:34])=[CH:5][CH:4]=1, predict the reaction product. The product is: [CH3:1][O:2][C:3]1[CH:4]=[CH:5][C:6]([N:9]2[C:18]3[C:13](=[CH:14][C:15]([F:24])=[C:16]([N:19]4[CH2:20][CH2:21][CH2:22][CH2:23]4)[CH:17]=3)[C:12](=[O:25])[N:11]([OH:26])[C:10]2=[O:34])=[CH:7][CH:8]=1. (7) Given the reactants [N+:1]([C:4]1[N:8]=[C:7]([N+:9]([O-:11])=[O:10])[NH:6][N:5]=1)([O-:3])=[O:2].[BH4-:12].[K+:13].[H][H], predict the reaction product. The product is: [N+:1]([C:4]1[N:8]=[C:7]([N+:9]([O-:11])=[O:10])[N:6]([B-:12]([N:5]2[C:4]([N+:1]([O-:3])=[O:2])=[N:8][C:7]([N+:9]([O-:11])=[O:10])=[N:6]2)([N:5]2[C:4]([N+:1]([O-:3])=[O:2])=[N:8][C:7]([N+:9]([O-:11])=[O:10])=[N:6]2)[N:5]2[C:4]([N+:1]([O-:3])=[O:2])=[N:8][C:7]([N+:9]([O-:11])=[O:10])=[N:6]2)[N:5]=1)([O-:3])=[O:2].[K+:13].